This data is from Peptide-MHC class I binding affinity with 185,985 pairs from IEDB/IMGT. The task is: Regression. Given a peptide amino acid sequence and an MHC pseudo amino acid sequence, predict their binding affinity value. This is MHC class I binding data. (1) The binding affinity (normalized) is 0.0657. The MHC is Mamu-A11 with pseudo-sequence Mamu-A11. The peptide sequence is LTPEVASL. (2) The peptide sequence is MPDCGMSVLA. The MHC is HLA-B35:01 with pseudo-sequence HLA-B35:01. The binding affinity (normalized) is 0.582.